Predict the reactants needed to synthesize the given product. From a dataset of Full USPTO retrosynthesis dataset with 1.9M reactions from patents (1976-2016). (1) Given the product [CH3:1][CH:2]([CH3:22])[CH2:3][CH2:4][O:5][C:6]1[N:11]=[N:10][C:9]([CH2:12][CH2:13][C:14]2[CH:21]=[CH:20][C:17]([CH2:18][N:23]3[CH2:27][CH2:26][CH2:25][CH2:24]3)=[CH:16][CH:15]=2)=[CH:8][CH:7]=1, predict the reactants needed to synthesize it. The reactants are: [CH3:1][CH:2]([CH3:22])[CH2:3][CH2:4][O:5][C:6]1[N:11]=[N:10][C:9]([CH2:12][CH2:13][C:14]2[CH:21]=[CH:20][C:17]([CH:18]=O)=[CH:16][CH:15]=2)=[CH:8][CH:7]=1.[NH:23]1[CH2:27][CH2:26][CH2:25][CH2:24]1. (2) Given the product [NH2:22][C:19]1[CH:20]=[CH:21][C:6]([S:3]([CH:2]([F:25])[F:1])(=[O:5])=[O:4])=[C:7]([CH:18]=1)[CH2:8][N:9]([CH3:17])[C:10](=[O:16])[O:11][C:12]([CH3:14])([CH3:15])[CH3:13], predict the reactants needed to synthesize it. The reactants are: [F:1][CH:2]([F:25])[S:3]([C:6]1[CH:21]=[CH:20][C:19]([N+:22]([O-])=O)=[CH:18][C:7]=1[CH2:8][N:9]([CH3:17])[C:10](=[O:16])[O:11][C:12]([CH3:15])([CH3:14])[CH3:13])(=[O:5])=[O:4]. (3) Given the product [CH3:20][O:19][C:4]1[C:3](=[O:21])[C:2]([CH3:1])=[C:7](/[CH:8]=[C:9](\[CH2:13][CH3:14])/[C:10]([OH:12])=[O:11])[C:6](=[O:15])[C:5]=1[O:17][CH3:18], predict the reactants needed to synthesize it. The reactants are: [CH3:1][C:2]1[C:7](/[CH:8]=[C:9](\[CH2:13][CH3:14])/[C:10]([OH:12])=[O:11])=[C:6]([O:15]C)[C:5]([O:17][CH3:18])=[C:4]([O:19][CH3:20])[C:3]=1[O:21]C.